Predict the product of the given reaction. From a dataset of Forward reaction prediction with 1.9M reactions from USPTO patents (1976-2016). (1) Given the reactants [OH:1][CH2:2][C:3]1[CH:4]=[CH:5][C:6]([NH:9][C:10](=[O:27])[CH:11]([NH:15][C:16](=[O:26])[CH2:17][C:18]2[CH:23]=[C:22]([F:24])[CH:21]=[C:20]([F:25])[CH:19]=2)[CH2:12][CH2:13][CH3:14])=[N:7][CH:8]=1.CC(OI1(OC(C)=O)(OC(C)=O)OC(=O)C2C=CC=CC1=2)=O, predict the reaction product. The product is: [CH:2]([C:3]1[CH:4]=[CH:5][C:6]([NH:9][C:10](=[O:27])[CH:11]([NH:15][C:16](=[O:26])[CH2:17][C:18]2[CH:19]=[C:20]([F:25])[CH:21]=[C:22]([F:24])[CH:23]=2)[CH2:12][CH2:13][CH3:14])=[N:7][CH:8]=1)=[O:1]. (2) The product is: [CH3:12][O:11][N:10]=[C:8]1[CH2:7][N:6]([C:13]([O:15][C:16]([CH3:19])([CH3:18])[CH3:17])=[O:14])[C@H:5]([C:3]2[O:4][C:20](=[S:21])[NH:2][N:1]=2)[CH2:9]1. Given the reactants [NH:1]([C:3]([C@@H:5]1[CH2:9][C:8](=[N:10][O:11][CH3:12])[CH2:7][N:6]1[C:13]([O:15][C:16]([CH3:19])([CH3:18])[CH3:17])=[O:14])=[O:4])[NH2:2].[C:20](=S)=[S:21].[OH-].[K+], predict the reaction product. (3) The product is: [OH:1][C@H:2]1[CH2:7][CH2:6][CH2:5][CH2:4][C@@H:3]1[NH:8][C:9]([C:11]1[C:15]2=[N:16][CH:17]=[CH:18][C:19]([CH3:20])=[C:14]2[NH:13][CH:12]=1)=[O:10]. Given the reactants [OH:1][C@H:2]1[CH2:7][CH2:6][CH2:5][CH2:4][C@@H:3]1[NH:8][C:9]([C:11]1[C:15]2=[N:16][CH:17]=[CH:18][C:19]([CH3:20])=[C:14]2[N:13](C(OC(C)(C)C)=O)[CH:12]=1)=[O:10].Cl.O1CCOCC1, predict the reaction product. (4) Given the reactants Cl[C:2]1[N:3]=[CH:4][C:5]2[C:10]([CH:11]=1)=[CH:9][C:8]([C:12]1[CH:13]=[N:14][N:15]([CH2:17][C:18]([CH3:21])([OH:20])[CH3:19])[CH:16]=1)=[CH:7][CH:6]=2.[NH2:22][C:23]1[CH:28]=[CH:27][C:26]([C:29]2[N:33]3[CH2:34][CH2:35][N:36](C(OC(C)(C)C)=O)[CH2:37][C:32]3=[N:31][CH:30]=2)=[CH:25][C:24]=1[O:45][CH3:46], predict the reaction product. The product is: [CH3:46][O:45][C:24]1[CH:25]=[C:26]([C:29]2[N:33]3[CH2:34][CH2:35][NH:36][CH2:37][C:32]3=[N:31][CH:30]=2)[CH:27]=[CH:28][C:23]=1[NH:22][C:2]1[N:3]=[CH:4][C:5]2[C:10]([CH:11]=1)=[CH:9][C:8]([C:12]1[CH:13]=[N:14][N:15]([CH2:17][C:18]([CH3:21])([OH:20])[CH3:19])[CH:16]=1)=[CH:7][CH:6]=2. (5) Given the reactants [CH3:1][C:2]1[C:6]([CH2:7][N:8]2[CH:12]=[C:11]([N+:13]([O-])=O)[CH:10]=[N:9]2)=[C:5]([CH3:16])[O:4][N:3]=1.[CH3:31][C:28]([O:27][C:25](O[C:25]([O:27][C:28]([CH3:31])(C)C)=[O:26])=[O:26])(C)C.[H][H].CO.[CH3:36][CH2:37]O.C1COCC1, predict the reaction product. The product is: [CH3:1][C:2]1[C:6]([CH2:7][N:8]2[CH:12]=[C:11]([NH:13][C:25](=[O:26])[O:27][CH2:28][CH2:31][CH2:36][CH3:37])[CH:10]=[N:9]2)=[C:5]([CH3:16])[O:4][N:3]=1.